From a dataset of Forward reaction prediction with 1.9M reactions from USPTO patents (1976-2016). Predict the product of the given reaction. (1) Given the reactants [Cl:1][C:2]1[S:6][C:5]([O:7][CH2:8][C:9]([N:11]2[CH2:16][CH2:15][N:14]([CH2:17][CH:18]3[CH2:27][CH2:26][C:21]4(OCC[O:22]4)[CH2:20][CH2:19]3)[C:13](=[O:28])[C@@H:12]2[CH2:29][O:30][CH3:31])=[O:10])=[CH:4][CH:3]=1, predict the reaction product. The product is: [Cl:1][C:2]1[S:6][C:5]([O:7][CH2:8][C:9]([N:11]2[CH2:16][CH2:15][N:14]([CH2:17][CH:18]3[CH2:27][CH2:26][C:21](=[O:22])[CH2:20][CH2:19]3)[C:13](=[O:28])[C@@H:12]2[CH2:29][O:30][CH3:31])=[O:10])=[CH:4][CH:3]=1. (2) Given the reactants [CH3:1][S:2][CH2:3][S:4]([C:7]1[CH:12]=[CH:11][CH:10]=[CH:9][CH:8]=1)(=[O:6])=[O:5].[H-].[Na+].Br[CH2:16][C@@:17]1([C:22]2[CH:27]=[CH:26][C:25]([Cl:28])=[C:24]([Cl:29])[CH:23]=2)[CH2:19][CH:18]1[CH2:20]Br.C(OCC)(=O)C.CCCCCC, predict the reaction product. The product is: [C:7]1([S:4]([C:3]2([S:2][CH3:1])[CH2:20][C@H:18]3[C@:17]([C:22]4[CH:27]=[CH:26][C:25]([Cl:28])=[C:24]([Cl:29])[CH:23]=4)([CH2:19]3)[CH2:16]2)(=[O:5])=[O:6])[CH:12]=[CH:11][CH:10]=[CH:9][CH:8]=1. (3) Given the reactants Cl.[NH2:2][OH:3].[OH-:4].[Na+].CO[C:8]1[CH:9]=[C:10]([CH:13]=[CH:14][CH:15]=1)[C:11]#[N:12].[CH2:16](O)C, predict the reaction product. The product is: [OH:3][NH:2][C:11](=[NH:12])[C:10]1[CH:13]=[CH:14][CH:15]=[C:8]([O:4][CH3:16])[CH:9]=1. (4) Given the reactants C([O-])(O)=O.[Na+].[NH2:6][CH2:7][CH2:8][CH2:9][OH:10].[C:11](Cl)([O:13][CH2:14][CH:15]1[C:27]2[C:22](=[CH:23][CH:24]=[CH:25][CH:26]=2)[C:21]2[C:16]1=[CH:17][CH:18]=[CH:19][CH:20]=2)=[O:12], predict the reaction product. The product is: [OH:10][CH2:9][CH2:8][CH2:7][NH:6][C:11](=[O:12])[O:13][CH2:14][CH:15]1[C:27]2[CH:26]=[CH:25][CH:24]=[CH:23][C:22]=2[C:21]2[C:16]1=[CH:17][CH:18]=[CH:19][CH:20]=2. (5) Given the reactants Cl[C:2]1[N:24]=[C:5]2[C:6]([NH:10][CH2:11][C:12]3[C:13]([N:18]([CH3:23])[S:19]([CH3:22])(=[O:21])=[O:20])=[N:14][CH:15]=[CH:16][CH:17]=3)=[CH:7][CH:8]=[CH:9][N:4]2[N:3]=1.[CH3:25][N:26]1[CH2:31][CH2:30][N:29]([C:32]2[CH:33]=[C:34]([CH:36]=[CH:37][CH:38]=2)[NH2:35])[CH2:28][CH2:27]1.C1(P(C2CCCCC2)C2C=CC=CC=2C2C=CC=CC=2P(C2CCCCC2)C2CCCCC2)CCCCC1, predict the reaction product. The product is: [CH3:23][N:18]([C:13]1[C:12]([CH2:11][NH:10][C:6]2[C:5]3[N:4]([N:3]=[C:2]([NH:35][C:34]4[CH:36]=[CH:37][CH:38]=[C:32]([N:29]5[CH2:28][CH2:27][N:26]([CH3:25])[CH2:31][CH2:30]5)[CH:33]=4)[N:24]=3)[CH:9]=[CH:8][CH:7]=2)=[CH:17][CH:16]=[CH:15][N:14]=1)[S:19]([CH3:22])(=[O:21])=[O:20].